This data is from Forward reaction prediction with 1.9M reactions from USPTO patents (1976-2016). The task is: Predict the product of the given reaction. (1) Given the reactants [C:1]([O:5][C:6]([N:8]([CH2:21][CH:22]1[CH2:27][CH2:26][N:25]([C:28](=[O:36])[CH2:29][CH2:30][C:31]([O:33]CC)=[O:32])[CH2:24][CH:23]1[C:37]1[CH:42]=[CH:41][CH:40]=[C:39]([F:43])[CH:38]=1)[C@@H:9]([C:11]1[C:20]2[C:15](=[CH:16][CH:17]=[CH:18][CH:19]=2)[CH:14]=[CH:13][CH:12]=1)[CH3:10])=[O:7])([CH3:4])([CH3:3])[CH3:2].[OH-].[Na+].Cl, predict the reaction product. The product is: [C:1]([O:5][C:6]([N:8]([CH2:21][CH:22]1[CH2:27][CH2:26][N:25]([C:28](=[O:36])[CH2:29][CH2:30][C:31]([OH:33])=[O:32])[CH2:24][CH:23]1[C:37]1[CH:42]=[CH:41][CH:40]=[C:39]([F:43])[CH:38]=1)[C@@H:9]([C:11]1[C:20]2[C:15](=[CH:16][CH:17]=[CH:18][CH:19]=2)[CH:14]=[CH:13][CH:12]=1)[CH3:10])=[O:7])([CH3:2])([CH3:3])[CH3:4]. (2) The product is: [CH:19]1([C:15]2[C:14]([C:25]([F:28])([F:27])[F:26])=[C:13]([C:11]([O:10][CH2:8][CH3:9])=[O:12])[N:17]([CH3:18])[N:16]=2)[CH2:21][CH2:20]1. Given the reactants [F-].[K+].CN(C)C=O.[CH2:8]([O:10][C:11]([C:13]1[N:17]([CH3:18])[N:16]=[C:15]([CH:19]2[CH2:21][CH2:20]2)[C:14]=1I)=[O:12])[CH3:9].C[Si](C)(C)[C:25]([F:28])([F:27])[F:26], predict the reaction product. (3) Given the reactants [NH3:1].C([O:5][C@H:6]1[C@H:10]([O:11]C(=O)C)[C@H:9]([C:15]2[C:19]3[N:20]=[CH:21][N:22]=[C:23](Cl)[C:18]=3[NH:17][CH:16]=2)[N:8]([C:25]([O:27][C:28]([CH3:31])([CH3:30])[CH3:29])=[O:26])[C@@H:7]1[CH2:32][O:33]C(=O)C)(=O)C, predict the reaction product. The product is: [NH2:1][C:23]1[C:18]2[NH:17][CH:16]=[C:15]([C@H:9]3[C@@H:10]([OH:11])[C@H:6]([OH:5])[C@@H:7]([CH2:32][OH:33])[N:8]3[C:25]([O:27][C:28]([CH3:29])([CH3:30])[CH3:31])=[O:26])[C:19]=2[N:20]=[CH:21][N:22]=1. (4) Given the reactants I[C:2]1[CH:7]=[CH:6][N:5]=[CH:4][C:3]=1[NH:8][C:9](=[O:15])[O:10][C:11]([CH3:14])([CH3:13])[CH3:12].P([O-])([O-])([O-])=O.[K+].[K+].[K+].[CH:24]1(B(O)O)[CH2:26][CH2:25]1.F[B-](F)(F)F.C1([PH+](C2CCCCC2)C2CCCCC2)CCCCC1, predict the reaction product. The product is: [CH:24]1([C:2]2[CH:7]=[CH:6][N:5]=[CH:4][C:3]=2[NH:8][C:9](=[O:15])[O:10][C:11]([CH3:14])([CH3:13])[CH3:12])[CH2:26][CH2:25]1. (5) Given the reactants Br[C:2]1[CH:7]=[CH:6][C:5]([C:8]([N:10]2[CH2:15][CH2:14][N:13]([C:16]3[CH:21]=[CH:20][C:19]([CH3:22])=[CH:18][C:17]=3[CH3:23])[CH2:12][CH2:11]2)=[O:9])=[C:4]([N:24]2[CH2:28][CH2:27][CH2:26][S:25]2(=[O:30])=[O:29])[CH:3]=1.[O:31]1[CH2:35][CH:34]=[N:33][C:32]1=[O:36], predict the reaction product. The product is: [CH3:23][C:17]1[CH:18]=[C:19]([CH3:22])[CH:20]=[CH:21][C:16]=1[N:13]1[CH2:14][CH2:15][N:10]([C:8]([C:5]2[CH:6]=[CH:7][C:2]([N:33]3[CH2:34][CH2:35][O:31][C:32]3=[O:36])=[CH:3][C:4]=2[N:24]2[CH2:28][CH2:27][CH2:26][S:25]2(=[O:30])=[O:29])=[O:9])[CH2:11][CH2:12]1.